This data is from Full USPTO retrosynthesis dataset with 1.9M reactions from patents (1976-2016). The task is: Predict the reactants needed to synthesize the given product. (1) The reactants are: Br[C:2]1[N:7]=[CH:6][C:5]([C:8]([N:10]2[CH2:15][CH2:14][N:13]([C:16]3[CH:21]=[CH:20][C:19]([CH:22]4[CH2:24][CH2:23]4)=[CH:18][C:17]=3[CH3:25])[CH2:12][CH2:11]2)=[O:9])=[CH:4][CH:3]=1.[O:26]1[CH2:30][CH2:29][NH:28][C:27]1=[O:31]. Given the product [CH:22]1([C:19]2[CH:20]=[CH:21][C:16]([N:13]3[CH2:14][CH2:15][N:10]([C:8]([C:5]4[CH:4]=[CH:3][C:2]([N:28]5[CH2:29][CH2:30][O:26][C:27]5=[O:31])=[N:7][CH:6]=4)=[O:9])[CH2:11][CH2:12]3)=[C:17]([CH3:25])[CH:18]=2)[CH2:24][CH2:23]1, predict the reactants needed to synthesize it. (2) The reactants are: [F:1][CH:2]([F:25])[C:3]1[N:8]2[N:9]=[CH:10][C:11]([C:12](O)=[O:13])=[C:7]2[N:6]=[C:5]([C:15]2[CH:20]=[CH:19][C:18]([C:21]([F:24])([F:23])[F:22])=[CH:17][CH:16]=2)[CH:4]=1.[NH2:26][C:27]1[CH:28]=[C:29]([S:33]([NH:36][CH2:37][C:38]2[CH:43]=[CH:42][CH:41]=[CH:40][N:39]=2)(=[O:35])=[O:34])[CH:30]=[CH:31][CH:32]=1. Given the product [N:39]1[CH:40]=[CH:41][CH:42]=[CH:43][C:38]=1[CH2:37][NH:36][S:33]([C:29]1[CH:28]=[C:27]([NH:26][C:12]([C:11]2[CH:10]=[N:9][N:8]3[C:3]([CH:2]([F:1])[F:25])=[CH:4][C:5]([C:15]4[CH:20]=[CH:19][C:18]([C:21]([F:24])([F:23])[F:22])=[CH:17][CH:16]=4)=[N:6][C:7]=23)=[O:13])[CH:32]=[CH:31][CH:30]=1)(=[O:34])=[O:35], predict the reactants needed to synthesize it.